Dataset: Full USPTO retrosynthesis dataset with 1.9M reactions from patents (1976-2016). Task: Predict the reactants needed to synthesize the given product. (1) Given the product [F:11][C:10]1[C:2]([F:1])=[CH:3][C:4]([CH2:5][OH:6])=[C:8]([N+:12]([O-:14])=[O:13])[CH:9]=1, predict the reactants needed to synthesize it. The reactants are: [F:1][C:2]1[CH:3]=[C:4]([C:8]([N+:12]([O-:14])=[O:13])=[CH:9][C:10]=1[F:11])[C:5](O)=[O:6].CO. (2) The reactants are: [OH-].[Na+].[CH:3]1([C:6]2[C:11]([C:12]3[CH:17]=[CH:16][C:15]([F:18])=[CH:14][CH:13]=3)=[C:10]([F:19])[C:9]([O:20][CH2:21][CH3:22])=[C:8]([CH2:23][N:24]3[CH2:29][CH2:28][CH:27]([N:30]4[CH2:39][CH2:38][C:37]5[N:36]=[C:35]([CH2:40][CH2:41][CH3:42])[C:34]([C:43]([O:45]CC)=[O:44])=[CH:33][C:32]=5[C:31]4=[O:48])[CH2:26][CH2:25]3)[CH:7]=2)[CH2:5][CH2:4]1. Given the product [CH:3]1([C:6]2[C:11]([C:12]3[CH:17]=[CH:16][C:15]([F:18])=[CH:14][CH:13]=3)=[C:10]([F:19])[C:9]([O:20][CH2:21][CH3:22])=[C:8]([CH2:23][N:24]3[CH2:25][CH2:26][CH:27]([N:30]4[CH2:39][CH2:38][C:37]5[N:36]=[C:35]([CH2:40][CH2:41][CH3:42])[C:34]([C:43]([OH:45])=[O:44])=[CH:33][C:32]=5[C:31]4=[O:48])[CH2:28][CH2:29]3)[CH:7]=2)[CH2:5][CH2:4]1, predict the reactants needed to synthesize it. (3) Given the product [CH:3]1([O:9][CH2:10][C:11]([NH2:1])=[O:12])[CH2:8][CH2:7][CH2:6][CH2:5][CH2:4]1, predict the reactants needed to synthesize it. The reactants are: [NH4+:1].[OH-].[CH:3]1([O:9][CH2:10][C:11](Cl)=[O:12])[CH2:8][CH2:7][CH2:6][CH2:5][CH2:4]1.